From a dataset of Reaction yield outcomes from USPTO patents with 853,638 reactions. Predict the reaction yield, written as a fraction of the theoretical maximum amount of product (1.0 means a 100% yield; for example, 0.34 means a 34% yield). (1) The reactants are Br[C:2]1[CH:7]=[C:6]([O:8]C)[C:5](OC)=[CH:4][C:3]=1C1C=CC(F)=CC=1.C([C:21]1[CH:26]=CC(B(O)O)=CC=1)#N.C([O-])([O-])=[O:31].[Na+].[Na+]. The catalyst is CCOC(C)=O.C1C=CC([P]([Pd]([P](C2C=CC=CC=2)(C2C=CC=CC=2)C2C=CC=CC=2)([P](C2C=CC=CC=2)(C2C=CC=CC=2)C2C=CC=CC=2)[P](C2C=CC=CC=2)(C2C=CC=CC=2)C2C=CC=CC=2)(C2C=CC=CC=2)C2C=CC=CC=2)=CC=1. The product is [CH3:5][CH2:6][O:8][C:21]([CH3:26])=[O:31].[CH3:6][CH2:7][CH2:2][CH2:3][CH2:4][CH3:5]. The yield is 0.510. (2) The reactants are [CH3:1][C:2]1[CH:7]=[CH:6][C:5]([N+:8]([O-])=O)=[CH:4][C:3]=1[C:11]1[CH:15]=[CH:14][O:13][CH:12]=1. The catalyst is [Pd].CC([O-])=O.CC([O-])=O.[Pb+2].CO. The product is [CH3:1][C:2]1[CH:7]=[CH:6][C:5]([NH2:8])=[CH:4][C:3]=1[C:11]1[CH:15]=[CH:14][O:13][CH:12]=1. The yield is 0.960. (3) The reactants are CS(C)=O.CCN(C(C)C)C(C)C.[F:14][C:15]([F:35])([C:29]1[CH:34]=[CH:33][CH:32]=[CH:31][CH:30]=1)[CH2:16][NH:17][C:18]1[C:19]([F:28])=[C:20]([CH2:25][CH2:26][OH:27])[C:21]([Cl:24])=[CH:22][CH:23]=1. The catalyst is C(Cl)Cl. The product is [F:35][C:15]([F:14])([C:29]1[CH:30]=[CH:31][CH:32]=[CH:33][CH:34]=1)[CH2:16][NH:17][C:18]1[C:19]([F:28])=[C:20]([CH2:25][CH:26]=[O:27])[C:21]([Cl:24])=[CH:22][CH:23]=1. The yield is 0.990. (4) The reactants are [OH:1][C:2]1[CH:7]=[CH:6][C:5]([CH2:8][C:9]([O:11][CH3:12])=[O:10])=[CH:4][CH:3]=1.C(=O)([O-])[O-].[K+].[K+].[CH2:19](Br)/[CH:20]=[C:21](/[CH2:23][CH2:24][CH:25]=[C:26]([CH3:28])[CH3:27])\[CH3:22].O. The catalyst is CC(C)=O. The product is [CH3:22][C:21]([CH2:23][CH2:24][CH:25]=[C:26]([CH3:28])[CH3:27])=[CH:20][CH2:19][O:1][C:2]1[CH:3]=[CH:4][C:5]([CH2:8][C:9]([O:11][CH3:12])=[O:10])=[CH:6][CH:7]=1. The yield is 0.920. (5) The reactants are [Si](OCCS[C@H:12]1[C@@H:17]([CH3:18])[CH2:16][C@@H:15]([C:19]2[CH:24]=[CH:23][N:22]=[CH:21][C:20]=2[NH:25][C:26](=[O:42])[C:27]2[CH:32]=[CH:31][C:30]([F:33])=[C:29]([C:34]3[C:39]([F:40])=[CH:38][CH:37]=[CH:36][C:35]=3[F:41])[N:28]=2)[CH2:14][C@H:13]1[NH:43]C(=O)OC(C)(C)C)(C(C)(C)C)(C)C.O[O:52][S:53]([O-:55])=O.[K+].[C:57](O)([C:59](F)(F)F)=[O:58].C(Cl)Cl. The catalyst is C1COCC1.O.CCOC(C)=O. The product is [NH2:43][C@H:13]1[C@@H:12]([S:53]([CH2:59][CH2:57][OH:58])(=[O:55])=[O:52])[C@@H:17]([CH3:18])[CH2:16][C@@H:15]([C:19]2[CH:24]=[CH:23][N:22]=[CH:21][C:20]=2[NH:25][C:26](=[O:42])[C:27]2[CH:32]=[CH:31][C:30]([F:33])=[C:29]([C:34]3[C:35]([F:41])=[CH:36][CH:37]=[CH:38][C:39]=3[F:40])[N:28]=2)[CH2:14]1. The yield is 0.440. (6) The reactants are [N:1]1([C:7]2[CH:12]=[CH:11][C:10]([C:13]3[NH:22][C:21](=[O:23])[C:20]4[C:15](=[CH:16][CH:17]=[CH:18][CH:19]=4)[N:14]=3)=[CH:9][CH:8]=2)[CH2:6][CH2:5][NH:4][CH2:3][CH2:2]1.CCN(C(C)C)C(C)C.FC(F)(F)S(O[CH2:39][C:40]([F:43])([F:42])[F:41])(=O)=O. The catalyst is C1COCC1. The product is [F:41][C:40]([F:43])([F:42])[CH2:39][N:4]1[CH2:5][CH2:6][N:1]([C:7]2[CH:8]=[CH:9][C:10]([C:13]3[NH:22][C:21](=[O:23])[C:20]4[C:15](=[CH:16][CH:17]=[CH:18][CH:19]=4)[N:14]=3)=[CH:11][CH:12]=2)[CH2:2][CH2:3]1. The yield is 0.940. (7) The reactants are [Br:1][C:2]1[CH:3]=[N:4][C:5]([O:8][C:9]2[CH:10]=[C:11]([CH:21]=[CH:22][CH:23]=2)[CH2:12]P(=O)(OCC)OCC)=[N:6][CH:7]=1.O1CCOCCOCCOCCOCC1.[H-].[Na+].[C:41]([O:45][C:46]([N:48]1[CH2:53][CH2:52][C:51](=O)[CH2:50][CH2:49]1)=[O:47])([CH3:44])([CH3:43])[CH3:42]. The catalyst is C1COCC1.O. The product is [Br:1][C:2]1[CH:7]=[N:6][C:5]([O:8][C:9]2[CH:10]=[C:11]([CH:21]=[CH:22][CH:23]=2)[CH:12]=[C:51]2[CH2:52][CH2:53][N:48]([C:46]([O:45][C:41]([CH3:44])([CH3:43])[CH3:42])=[O:47])[CH2:49][CH2:50]2)=[N:4][CH:3]=1. The yield is 0.370.